Task: Predict the reactants needed to synthesize the given product.. Dataset: Full USPTO retrosynthesis dataset with 1.9M reactions from patents (1976-2016) (1) Given the product [O:21]1[CH2:22][CH2:23][N:18]([S:8]([CH2:7][CH2:6][N:5]2[C:4](=[O:12])[C:3]3[C:2](=[CH:16][CH:15]=[CH:14][CH:13]=3)[C:1]2=[O:17])(=[O:10])=[O:9])[CH2:19][CH2:20]1, predict the reactants needed to synthesize it. The reactants are: [C:1]1(=[O:17])[N:5]([CH2:6][CH2:7][S:8](Cl)(=[O:10])=[O:9])[C:4](=[O:12])[C:3]2=[CH:13][CH:14]=[CH:15][CH:16]=[C:2]12.[NH:18]1[CH2:23][CH2:22][O:21][CH2:20][CH2:19]1. (2) Given the product [Cl:9][C:3]1[N:4]=[CH:5][N:6]=[C:7]2[C:2]=1[NH:1][C:11](=[O:10])[NH:8]2, predict the reactants needed to synthesize it. The reactants are: [NH2:1][C:2]1[C:3]([Cl:9])=[N:4][CH:5]=[N:6][C:7]=1[NH2:8].[O:10]1CCOC[CH2:11]1. (3) The reactants are: [CH3:1][N:2]1[C:6]([C:7]([O:9]C)=[O:8])=[C:5]([C:11]2[CH:16]=[CH:15][CH:14]=[CH:13][CH:12]=2)[CH:4]=[N:3]1.[Li+].[OH-]. Given the product [CH3:1][N:2]1[C:6]([C:7]([OH:9])=[O:8])=[C:5]([C:11]2[CH:16]=[CH:15][CH:14]=[CH:13][CH:12]=2)[CH:4]=[N:3]1, predict the reactants needed to synthesize it. (4) The reactants are: [CH3:1][C:2]([NH:13][C:14]([C:16]1[C:24]2[C:19](=[N:20][CH:21]=[C:22]([C:25]3[C:33]4[C:28](=[CH:29][C:30]([CH3:34])=[CH:31][CH:32]=4)[NH:27][N:26]=3)[N:23]=2)[NH:18][CH:17]=1)=[O:15])([CH3:12])[CH2:3][NH:4]C(=O)OC(C)(C)C.[ClH:35]. Given the product [ClH:35].[NH2:4][CH2:3][C:2]([NH:13][C:14]([C:16]1[C:24]2[C:19](=[N:20][CH:21]=[C:22]([C:25]3[C:33]4[C:28](=[CH:29][C:30]([CH3:34])=[CH:31][CH:32]=4)[NH:27][N:26]=3)[N:23]=2)[NH:18][CH:17]=1)=[O:15])([CH3:1])[CH3:12], predict the reactants needed to synthesize it. (5) Given the product [C:18]([O:24][CH2:25][N:26]1[C:30]2[N:31]=[C:32]([NH:15][C:12]3[CH:13]=[CH:14][C:9]([NH:8][CH:6]4[CH2:7][N:4]([CH2:3][CH2:2][F:1])[CH2:5]4)=[CH:10][C:11]=3[O:16][CH3:17])[N:33]=[C:34]([O:35][C:36]3[CH:41]=[CH:40][CH:39]=[C:38]([N+:42]([O-:44])=[O:43])[CH:37]=3)[C:29]=2[CH:28]=[CH:27]1)(=[O:23])[C:19]([CH3:22])([CH3:21])[CH3:20], predict the reactants needed to synthesize it. The reactants are: [F:1][CH2:2][CH2:3][N:4]1[CH2:7][CH:6]([NH:8][C:9]2[CH:14]=[CH:13][C:12]([NH2:15])=[C:11]([O:16][CH3:17])[CH:10]=2)[CH2:5]1.[C:18]([O:24][CH2:25][N:26]1[C:30]2[N:31]=[C:32](Cl)[N:33]=[C:34]([O:35][C:36]3[CH:41]=[CH:40][CH:39]=[C:38]([N+:42]([O-:44])=[O:43])[CH:37]=3)[C:29]=2[CH:28]=[CH:27]1)(=[O:23])[C:19]([CH3:22])([CH3:21])[CH3:20].C(=O)([O-])[O-].[K+].[K+].C1(P(C2CCCCC2)C2C=CC=CC=2C2C(C(C)C)=CC(C(C)C)=CC=2C(C)C)CCCCC1.